Dataset: Catalyst prediction with 721,799 reactions and 888 catalyst types from USPTO. Task: Predict which catalyst facilitates the given reaction. (1) The catalyst class is: 2. Product: [CH2:1]([O:8][C:9](=[O:10])[NH:30][C:27]1[C:28]2[CH2:29][CH:20]([OH:19])[CH2:21][CH2:22][C:23]=2[CH:24]=[CH:25][CH:26]=1)[C:2]1[CH:7]=[CH:6][CH:5]=[CH:4][CH:3]=1. Reactant: [CH2:1]([O:8][C:9](Cl)=[O:10])[C:2]1[CH:7]=[CH:6][CH:5]=[CH:4][CH:3]=1.[Si]([O:19][CH:20]1[CH2:29][C:28]2[C:27]([NH2:30])=[CH:26][CH:25]=[CH:24][C:23]=2[CH2:22][CH2:21]1)(C(C)(C)C)(C)C.C(N(C(C)C)CC)(C)C. (2) Reactant: [Cl:1][C:2]1[CH:7]=[CH:6][C:5]([C:8](=[O:10])[CH3:9])=[C:4]([F:11])[CH:3]=1.S(Cl)([Cl:15])(=O)=O. Product: [Cl:15][CH2:9][C:8]([C:5]1[CH:6]=[CH:7][C:2]([Cl:1])=[CH:3][C:4]=1[F:11])=[O:10]. The catalyst class is: 5. (3) Reactant: [F:1][C:2]1[CH:3]=[C:4]([C:12]2[CH:17]=[CH:16][C:15]([O:18][CH:19]([CH3:21])[CH3:20])=[C:14]([C:22](O)=[O:23])[CH:13]=2)[CH:5]=[C:6]([C:8](=[O:11])[NH:9][CH3:10])[CH:7]=1.[CH3:25][O:26][C:27](=[O:41])[C:28]([NH2:40])([CH3:39])[CH2:29][C:30]1[C:38]2[C:33](=[CH:34][CH:35]=[CH:36][CH:37]=2)[NH:32][CH:31]=1.C1C=CC2N(O)N=NC=2C=1.CCN=C=NCCCN(C)C. Product: [CH3:25][O:26][C:27](=[O:41])[C:28]([NH:40][C:22]([C:14]1[CH:13]=[C:12]([C:4]2[CH:5]=[C:6]([C:8](=[O:11])[NH:9][CH3:10])[CH:7]=[C:2]([F:1])[CH:3]=2)[CH:17]=[CH:16][C:15]=1[O:18][CH:19]([CH3:21])[CH3:20])=[O:23])([CH3:39])[CH2:29][C:30]1[C:38]2[C:33](=[CH:34][CH:35]=[CH:36][CH:37]=2)[NH:32][CH:31]=1. The catalyst class is: 18. (4) Reactant: [Cl:1][C:2]1[CH:7]=[CH:6][CH:5]=[CH:4][C:3]=1[C:8]1[N:9]([C:31]2[CH:36]=[CH:35][C:34]([Cl:37])=[CH:33][CH:32]=2)[C:10]2[C:15]([N:16]=1)=[C:14]([NH:17][CH:18]1[CH2:23][CH2:22][N:21](C(OC(C)(C)C)=O)[CH2:20][CH2:19]1)[N:13]=[CH:12][N:11]=2.FC(F)(F)C(O)=O. Product: [Cl:1][C:2]1[CH:7]=[CH:6][CH:5]=[CH:4][C:3]=1[C:8]1[N:9]([C:31]2[CH:32]=[CH:33][C:34]([Cl:37])=[CH:35][CH:36]=2)[C:10]2[C:15]([N:16]=1)=[C:14]([NH:17][CH:18]1[CH2:23][CH2:22][NH:21][CH2:20][CH2:19]1)[N:13]=[CH:12][N:11]=2. The catalyst class is: 4. (5) Reactant: [C:1]([C:3]([C:6]1[CH:7]=[C:8]([C:12]([NH:14][C:15]2[CH:16]=[C:17]([N:21]([CH3:34])[C:22]3[N:27]=[C:26]([S:28][C:29]#[N:30])[C:25]([N+:31]([O-])=O)=[CH:24][N:23]=3)[CH:18]=[CH:19][CH:20]=2)=[O:13])[CH:9]=[CH:10][CH:11]=1)([CH3:5])[CH3:4])#[N:2].CN1CCCC1=O.Cl.[OH-].[Na+]. Product: [NH2:30][C:29]1[S:28][C:26]2[N:27]=[C:22]([N:21]([CH3:34])[C:17]3[CH:16]=[C:15]([NH:14][C:12](=[O:13])[C:8]4[CH:9]=[CH:10][CH:11]=[C:6]([C:3]([C:1]#[N:2])([CH3:5])[CH3:4])[CH:7]=4)[CH:20]=[CH:19][CH:18]=3)[N:23]=[CH:24][C:25]=2[N:31]=1. The catalyst class is: 8. (6) Reactant: [Br:1][C:2]1[CH:7]=[CH:6][CH:5]=[CH:4]N=1.[CH3:8][CH2:9][CH2:10]CCCCCCCN.C(=O)([O-])[O-:20].[Cs+].[Cs+]. Product: [Br:1][C:2]1[C:9]([CH3:8])=[C:10]([OH:20])[C:5]([CH3:4])=[CH:6][CH:7]=1. The catalyst class is: 1. (7) Reactant: [NH2:1][CH:2]1[CH2:7][CH2:6][CH2:5][CH:4]([N:8]([CH2:21][CH3:22])[C:9]2[CH:16]=[CH:15][C:12]([C:13]#[N:14])=[C:11]([C:17]([F:20])([F:19])[F:18])[CH:10]=2)[CH2:3]1.O=[CH:24][CH2:25][NH:26][C:27](=[O:33])[O:28][C:29]([CH3:32])([CH3:31])[CH3:30].S([CH2:44][N+:45]#[C-:46])(C1C=CC(C)=CC=1)(=O)=O.C([O-])([O-])=O.[K+].[K+]. Product: [C:13]([C:12]1[CH:15]=[CH:16][C:9]([N:8]([CH2:21][CH3:22])[CH:4]2[CH2:5][CH2:6][CH2:7][CH:2]([N:1]3[C:24]([CH2:25][NH:26][C:27](=[O:33])[O:28][C:29]([CH3:32])([CH3:31])[CH3:30])=[CH:46][N:45]=[CH:44]3)[CH2:3]2)=[CH:10][C:11]=1[C:17]([F:18])([F:19])[F:20])#[N:14]. The catalyst class is: 3. (8) Reactant: [NH2:1][C@H:2]([C:7]([OH:9])=[O:8])[CH2:3][CH:4]([CH3:6])[CH3:5].[CH:10]1[N:18]([C@@H:19]2[O:23][C@H:22]([CH2:24][OH:25])[C@@H:21]([OH:26])[C@H:20]2[OH:27])[C:17]2[C:12](=[C:13]([NH2:28])[N:14]=[CH:15][N:16]=2)[C:11]=1[C:29]#[N:30].C(O)(C(F)(F)F)=O.CCN(C(C)C)C(C)C. Product: [C:7](=[O:8])([O-:9])[NH2:14].[NH2:1][C@H:2]([C:7]([OH:9])=[O:8])[CH2:3][CH:4]([CH3:6])[CH3:5].[CH:10]1[N:18]([C@@H:19]2[O:23][C@H:22]([CH2:24][OH:25])[C@@H:21]([OH:26])[C@H:20]2[OH:27])[C:17]2[C:12](=[C:13]([NH2:28])[N:14]=[CH:15][N:16]=2)[C:11]=1[C:29]#[N:30]. The catalyst class is: 79. (9) Reactant: [N:1]1[CH:6]=[CH:5][CH:4]=[CH:3][CH:2]=1.CS(Cl)(=O)=[O:9].[N:12]1[CH:17]=[CH:16][CH:15]=[CH:14][C:13]=1[N:18]1[CH2:23][CH2:22][NH:21][CH2:20][CH2:19]1.C(N(CC)[CH:28]([CH3:30])[CH3:29])(C)C.[C:33](OCC)(=O)[CH3:34]. Product: [CH3:2][C:3]1[CH:4]=[C:5]([CH:30]=[CH:28][CH:29]=1)[C:6]([NH:1][CH2:33][CH2:34][N:21]1[CH2:20][CH2:19][N:18]([C:13]2[CH:14]=[CH:15][CH:16]=[CH:17][N:12]=2)[CH2:23][CH2:22]1)=[O:9]. The catalyst class is: 4. (10) Reactant: O=C1C2C(=CC=CC=2)C(=O)[N:3]1[CH2:12][C:13]1[CH:40]=[CH:39][C:16]([C:17]([NH:19][C:20]2[C:25]([CH3:26])=[CH:24][C:23]([C:27]([F:36])([C:32]([F:35])([F:34])[F:33])[C:28]([F:31])([F:30])[F:29])=[CH:22][C:21]=2[CH2:37][CH3:38])=[O:18])=[CH:15][CH:14]=1.O.NN. Product: [NH2:3][CH2:12][C:13]1[CH:14]=[CH:15][C:16]([C:17]([NH:19][C:20]2[C:25]([CH3:26])=[CH:24][C:23]([C:27]([F:36])([C:28]([F:29])([F:30])[F:31])[C:32]([F:33])([F:34])[F:35])=[CH:22][C:21]=2[CH2:37][CH3:38])=[O:18])=[CH:39][CH:40]=1. The catalyst class is: 40.